Dataset: Merck oncology drug combination screen with 23,052 pairs across 39 cell lines. Task: Regression. Given two drug SMILES strings and cell line genomic features, predict the synergy score measuring deviation from expected non-interaction effect. (1) Drug 1: COC1=C2CC(C)CC(OC)C(O)C(C)C=C(C)C(OC(N)=O)C(OC)C=CC=C(C)C(=O)NC(=CC1=O)C2=O. Drug 2: CCc1cnn2c(NCc3ccc[n+]([O-])c3)cc(N3CCCCC3CCO)nc12. Cell line: HCT116. Synergy scores: synergy=4.70. (2) Drug 1: O=C(CCCCCCC(=O)Nc1ccccc1)NO. Drug 2: NC1(c2ccc(-c3nc4ccn5c(=O)[nH]nc5c4cc3-c3ccccc3)cc2)CCC1. Cell line: PA1. Synergy scores: synergy=15.6. (3) Drug 1: CC1CC2C3CCC4=CC(=O)C=CC4(C)C3(F)C(O)CC2(C)C1(O)C(=O)CO. Drug 2: COC1CC2CCC(C)C(O)(O2)C(=O)C(=O)N2CCCCC2C(=O)OC(C(C)CC2CCC(OP(C)(C)=O)C(OC)C2)CC(=O)C(C)C=C(C)C(O)C(OC)C(=O)C(C)CC(C)C=CC=CC=C1C. Cell line: ES2. Synergy scores: synergy=-18.1. (4) Drug 1: C#Cc1cccc(Nc2ncnc3cc(OCCOC)c(OCCOC)cc23)c1. Drug 2: COC1CC2CCC(C)C(O)(O2)C(=O)C(=O)N2CCCCC2C(=O)OC(C(C)CC2CCC(OP(C)(C)=O)C(OC)C2)CC(=O)C(C)C=C(C)C(O)C(OC)C(=O)C(C)CC(C)C=CC=CC=C1C. Cell line: DLD1. Synergy scores: synergy=44.8. (5) Drug 1: COc1cc(C2c3cc4c(cc3C(OC3OC5COC(C)OC5C(O)C3O)C3COC(=O)C23)OCO4)cc(OC)c1O. Drug 2: CS(=O)(=O)CCNCc1ccc(-c2ccc3ncnc(Nc4ccc(OCc5cccc(F)c5)c(Cl)c4)c3c2)o1. Cell line: HT29. Synergy scores: synergy=16.0.